This data is from Catalyst prediction with 721,799 reactions and 888 catalyst types from USPTO. The task is: Predict which catalyst facilitates the given reaction. (1) Reactant: [CH:1]1[C:6]([OH:7])=[CH:5][CH:4]=[C:3]([CH3:8])[CH:2]=1.[C:9](O)(=[O:13])[C:10]([CH3:12])=[O:11].N1C=CC=CC=1.COC(Cl)Cl. Product: [C:9]([O:7][C:6]1[CH:5]=[CH:4][C:3]([CH3:8])=[CH:2][CH:1]=1)(=[O:13])[C:10]([CH3:12])=[O:11]. The catalyst class is: 2. (2) Reactant: [CH3:1][O:2][C:3]1[CH:4]=[C:5]([C:9]2[NH:15][C:14](=[O:16])[C:13]3[CH:17]=[CH:18][CH:19]=[CH:20][C:12]=3[O:11][CH:10]=2)[CH:6]=[CH:7][CH:8]=1.[H-].[Na+].Cl.O. Product: [OH:11][C:10]1[C:17]2[C:13](=[CH:12][CH:20]=[CH:19][CH:18]=2)[C:14](=[O:16])[NH:15][C:9]=1[C:5]1[CH:6]=[CH:7][CH:8]=[C:3]([O:2][CH3:1])[CH:4]=1. The catalyst class is: 12. (3) Reactant: [CH2:1]([N:8]1[CH2:13][CH2:12][CH:11]([C:14]([NH:16][C:17]2[CH:22]=[CH:21][C:20]([CH2:23][NH:24][C:25]3[C:34]4[C:29](=[CH:30][C:31](I)=[CH:32][CH:33]=4)[N:28]=[C:27]([N:36]([CH3:38])[CH3:37])[N:26]=3)=[CH:19][CH:18]=2)=[O:15])[CH2:10][CH2:9]1)[C:2]1[CH:7]=[CH:6][CH:5]=[CH:4][CH:3]=1.[CH2:39]([Sn](CCCC)(CCCC)C=C)[CH2:40]CC.O. Product: [CH2:1]([N:8]1[CH2:13][CH2:12][CH:11]([C:14]([NH:16][C:17]2[CH:22]=[CH:21][C:20]([CH2:23][NH:24][C:25]3[C:34]4[C:29](=[CH:30][C:31]([CH:39]=[CH2:40])=[CH:32][CH:33]=4)[N:28]=[C:27]([N:36]([CH3:38])[CH3:37])[N:26]=3)=[CH:19][CH:18]=2)=[O:15])[CH2:10][CH2:9]1)[C:2]1[CH:7]=[CH:6][CH:5]=[CH:4][CH:3]=1. The catalyst class is: 233.